From a dataset of Forward reaction prediction with 1.9M reactions from USPTO patents (1976-2016). Predict the product of the given reaction. (1) Given the reactants [Br:1][C:2]1[C:10]2[C:6](=[CH:7][N:8]([CH3:11])[N:9]=2)[CH:5]=[CH:4][CH:3]=1.C([N-]C(C)C)(C)C.[Li+].C1COCC1.CCCCCCC.C(C1C=CC=CC=1)C.Cl[C:41]([O:43][CH3:44])=[O:42], predict the reaction product. The product is: [CH3:44][O:43][C:41]([C:7]1[N:8]([CH3:11])[N:9]=[C:10]2[C:6]=1[CH:5]=[CH:4][CH:3]=[C:2]2[Br:1])=[O:42]. (2) Given the reactants [CH3:1][C:2]1[O:12][C:5]2[CH2:6][N:7]([CH3:11])[CH2:8][CH:9]([OH:10])[C:4]=2[CH:3]=1.[Cl:13][C:14]1(O)[CH:19]=[CH:18][CH:17]=[CH:16][CH2:15]1, predict the reaction product. The product is: [ClH:13].[Cl:13][C:14]1[CH:19]=[CH:18][C:17]([O:10][CH:9]2[CH2:8][N:7]([CH3:11])[CH2:6][C:5]3[O:12][C:2]([CH3:1])=[CH:3][C:4]2=3)=[CH:16][CH:15]=1. (3) Given the reactants Cl.[N:2]1([CH2:7][CH2:8][CH2:9][C:10]([OH:12])=[O:11])[CH2:6][CH2:5][CH2:4][CH2:3]1.C1N=CN(C(N2C=NC=C2)=O)C=1.[F:25][C:26]1[C:30]([C:31]2[CH:32]=[N:33][C:34]([O:37][CH3:38])=[CH:35][CH:36]=2)=[N:29][NH:28][C:27]=1[NH2:39], predict the reaction product. The product is: [CH:10]([OH:12])=[O:11].[F:25][C:26]1[C:30]([C:31]2[CH:32]=[N:33][C:34]([O:37][CH3:38])=[CH:35][CH:36]=2)=[N:29][NH:28][C:27]=1[NH:39][C:10](=[O:12])[CH2:9][CH2:8][CH2:7][N:2]1[CH2:3][CH2:4][CH2:5][CH2:6]1. (4) Given the reactants [OH:1][C:2]1[C:11]2[C:6](=[CH:7][CH:8]=[CH:9][CH:10]=2)[CH:5]=[C:4]([C:12]([OH:14])=O)[CH:3]=1.[C:15]([NH2:19])([CH3:18])([CH3:17])[CH3:16].CN(C(ON1N=NC2C=CC=NC1=2)=[N+](C)C)C.F[P-](F)(F)(F)(F)F.CCN(C(C)C)C(C)C, predict the reaction product. The product is: [C:15]([NH:19][C:12]([C:4]1[CH:3]=[C:2]([OH:1])[C:11]2[C:6](=[CH:7][CH:8]=[CH:9][CH:10]=2)[CH:5]=1)=[O:14])([CH3:18])([CH3:17])[CH3:16]. (5) Given the reactants [NH:1]1[CH2:6][CH2:5][O:4][CH2:3][CH2:2]1.C(O)C.[CH2:10]([CH:12]1[O:14][CH2:13]1)[Cl:11], predict the reaction product. The product is: [Cl-:11].[OH:14][CH:12]1[CH2:13][N+:1]2([CH2:6][CH2:5][O:4][CH2:3][CH2:2]2)[CH2:10]1. (6) The product is: [Cl:1][C:2]1[N:7]=[C:6]([S:12][C:13]#[N:14])[C:5]([N+:9]([O-:11])=[O:10])=[CH:4][N:3]=1. Given the reactants [Cl:1][C:2]1[N:7]=[C:6](Cl)[C:5]([N+:9]([O-:11])=[O:10])=[CH:4][N:3]=1.[S-:12][C:13]#[N:14].[K+].O, predict the reaction product. (7) Given the reactants [CH2:1]1[C:5]2([CH2:10][CH2:9][NH:8][CH2:7][CH2:6]2)[CH2:4][CH2:3][N:2]1[C:11]([O:13][C:14]([CH3:17])([CH3:16])[CH3:15])=[O:12].[CH3:18][C:19]1[C:27]([C@@H:28]2[CH2:30][O:29]2)=[CH:26][CH:25]=[C:24]2[C:20]=1[CH2:21][O:22][C:23]2=[O:31], predict the reaction product. The product is: [OH:29][C@H:28]([C:27]1[C:19]([CH3:18])=[C:20]2[C:24](=[CH:25][CH:26]=1)[C:23](=[O:31])[O:22][CH2:21]2)[CH2:30][N:8]1[CH2:7][CH2:6][C:5]2([CH2:1][N:2]([C:11]([O:13][C:14]([CH3:17])([CH3:16])[CH3:15])=[O:12])[CH2:3][CH2:4]2)[CH2:10][CH2:9]1. (8) Given the reactants [NH2:1][C:2]1[CH:3]=[C:4]2[C:9](=[CH:10][CH:11]=1)[CH:8]=[C:7]([C:12]([O:14][CH3:15])=[O:13])[CH:6]=[CH:5]2.[F:16][C:17]([F:26])([F:25])[CH:18]1[CH2:23][CH2:22][C:21](=O)[CH2:20][CH2:19]1.CC(O)=O.[BH-](OC(C)=O)(OC(C)=O)OC(C)=O.[Na+], predict the reaction product. The product is: [F:16][C:17]([F:26])([F:25])[C@@H:18]1[CH2:23][CH2:22][C@H:21]([NH:1][C:2]2[CH:3]=[C:4]3[C:9](=[CH:10][CH:11]=2)[CH:8]=[C:7]([C:12]([O:14][CH3:15])=[O:13])[CH:6]=[CH:5]3)[CH2:20][CH2:19]1.[F:16][C:17]([F:26])([F:25])[C@H:18]1[CH2:23][CH2:22][C@H:21]([NH:1][C:2]2[CH:3]=[C:4]3[C:9](=[CH:10][CH:11]=2)[CH:8]=[C:7]([C:12]([O:14][CH3:15])=[O:13])[CH:6]=[CH:5]3)[CH2:20][CH2:19]1. (9) Given the reactants Br[C:2]1[C:3]([O:13][C:14]2[CH:19]=[CH:18][C:17]([F:20])=[CH:16][C:15]=2[F:21])=[N:4][CH:5]=[C:6]([CH2:8][S:9]([CH3:12])(=[O:11])=[O:10])[CH:7]=1.[CH3:22][N:23]1[CH:28]=[C:27](B2OC(C)(C)C(C)(C)O2)[C:26]2[CH:38]=[CH:39][N:40]([S:41]([C:44]3[CH:50]=[CH:49][C:47]([CH3:48])=[CH:46][CH:45]=3)(=[O:43])=[O:42])[C:25]=2[C:24]1=[O:51].P([O-])([O-])([O-])=O.[K+].[K+].[K+], predict the reaction product. The product is: [F:21][C:15]1[CH:16]=[C:17]([F:20])[CH:18]=[CH:19][C:14]=1[O:13][C:3]1[C:2]([C:27]2[C:26]3[CH:38]=[CH:39][N:40]([S:41]([C:44]4[CH:50]=[CH:49][C:47]([CH3:48])=[CH:46][CH:45]=4)(=[O:43])=[O:42])[C:25]=3[C:24](=[O:51])[N:23]([CH3:22])[CH:28]=2)=[CH:7][C:6]([CH2:8][S:9]([CH3:12])(=[O:11])=[O:10])=[CH:5][N:4]=1. (10) Given the reactants Cl[C:2]1[C:7]([Cl:8])=[C:6]([Cl:9])[N:5]=[CH:4][N:3]=1.[CH2:10]([NH:12][C:13]1[CH:18]=[CH:17][CH:16]=[CH:15][CH:14]=1)[CH3:11], predict the reaction product. The product is: [Cl:9][C:6]1[C:7]([Cl:8])=[C:2]([N:12]([CH2:10][CH3:11])[C:13]2[CH:18]=[CH:17][CH:16]=[CH:15][CH:14]=2)[N:3]=[CH:4][N:5]=1.